Dataset: Reaction yield outcomes from USPTO patents with 853,638 reactions. Task: Predict the reaction yield, written as a fraction of the theoretical maximum amount of product (1.0 means a 100% yield; for example, 0.34 means a 34% yield). (1) The reactants are [C:1]1([N:7]2[C:11]3([CH2:16][CH2:15][NH:14][CH2:13][CH2:12]3)[C:10](=[O:17])[NH:9][CH2:8]2)[CH:6]=[CH:5][CH:4]=[CH:3][CH:2]=1.[C:18]([O:22][C:23](O[C:23]([O:22][C:18]([CH3:21])([CH3:20])[CH3:19])=[O:24])=[O:24])([CH3:21])([CH3:20])[CH3:19]. The yield is 1.00. The product is [C:18]([O:22][C:23]([N:14]1[CH2:13][CH2:12][C:11]2([N:7]([C:1]3[CH:2]=[CH:3][CH:4]=[CH:5][CH:6]=3)[CH2:8][NH:9][C:10]2=[O:17])[CH2:16][CH2:15]1)=[O:24])([CH3:21])([CH3:20])[CH3:19]. The catalyst is ClCCl.C(=O)(O)[O-].[Na+]. (2) The reactants are [C:1](O[BH-](OC(=O)C)OC(=O)C)(=O)C.[Na+].[CH3:15][C@@H:16]1[NH:21][CH2:20][CH2:19][N:18]([C:22]2[CH:31]=[CH:30][C:25]([C:26]([O:28][CH3:29])=[O:27])=[CH:24][CH:23]=2)[CH2:17]1.C=O.C(O)(=O)C.C([O-])(O)=O.[Na+]. The catalyst is CO. The product is [CH3:15][C@@H:16]1[N:21]([CH3:1])[CH2:20][CH2:19][N:18]([C:22]2[CH:31]=[CH:30][C:25]([C:26]([O:28][CH3:29])=[O:27])=[CH:24][CH:23]=2)[CH2:17]1. The yield is 0.510. (3) The product is [F:11][C:10]1[CH:9]=[C:8]([NH:12][S:13]([CH3:16])(=[O:15])=[O:14])[C:7]([CH3:17])=[CH:6][C:5]=1[C@H:3]([NH:2][C:30]([CH:28]1[CH2:27][O:26][C:24]2=[N:25][C:20]([C:19]([F:33])([F:18])[F:34])=[CH:21][CH:22]=[C:23]2[O:29]1)=[O:31])[CH3:4]. The yield is 0.600. The catalyst is CN(C)C1C=CN=CC=1.CN(C=O)C. The reactants are Cl.[NH2:2][C@@H:3]([C:5]1[C:10]([F:11])=[CH:9][C:8]([NH:12][S:13]([CH3:16])(=[O:15])=[O:14])=[C:7]([CH3:17])[CH:6]=1)[CH3:4].[F:18][C:19]([F:34])([F:33])[C:20]1[N:25]=[C:24]2[O:26][CH2:27][CH:28]([C:30](O)=[O:31])[O:29][C:23]2=[CH:22][CH:21]=1.C(N(CC)C(C)C)(C)C.CN(C(ON1N=NC2C=CC=NC1=2)=[N+](C)C)C.F[P-](F)(F)(F)(F)F.C([O-])(O)=O.[Na+]. (4) The reactants are [CH3:1][N:2]([CH3:32])[C:3]([C:5]1[N:26]([CH:27]2[CH2:31][CH2:30][CH2:29][CH2:28]2)[C:8]2[N:9]=[C:10]([NH:13][C:14]3[CH:19]=[CH:18][C:17]([N:20]4[CH2:25][CH2:24][NH:23][CH2:22][CH2:21]4)=[CH:16][N:15]=3)[N:11]=[CH:12][C:7]=2[CH:6]=1)=[O:4].[CH:33]1([C:39](Cl)=[O:40])[CH2:38][CH2:37][CH2:36][CH2:35][CH2:34]1. No catalyst specified. The product is [CH3:1][N:2]([CH3:32])[C:3]([C:5]1[N:26]([CH:27]2[CH2:31][CH2:30][CH2:29][CH2:28]2)[C:8]2[N:9]=[C:10]([NH:13][C:14]3[CH:19]=[CH:18][C:17]([N:20]4[CH2:21][CH2:22][N:23]([C:39]([CH:33]5[CH2:38][CH2:37][CH2:36][CH2:35][CH2:34]5)=[O:40])[CH2:24][CH2:25]4)=[CH:16][N:15]=3)[N:11]=[CH:12][C:7]=2[CH:6]=1)=[O:4]. The yield is 0.490. (5) The reactants are C(OC([N:8]1[CH2:13][CH2:12][CH:11]([N:14]2[C:23]3[C:18](=[CH:19][C:20]([Cl:24])=[CH:21][CH:22]=3)[CH2:17][CH2:16][C:15]2=[O:25])[CH2:10][CH2:9]1)=O)(C)(C)C.C(O)(C(F)(F)F)=O.C(Cl)Cl. No catalyst specified. The product is [Cl:24][C:20]1[CH:19]=[C:18]2[C:23](=[CH:22][CH:21]=1)[N:14]([CH:11]1[CH2:10][CH2:9][NH:8][CH2:13][CH2:12]1)[C:15](=[O:25])[CH2:16][CH2:17]2. The yield is 0.930. (6) The reactants are [Br:1][C:2]1[C:7]([O:8][CH3:9])=[CH:6][C:5]([C:10]2[N:11]=[CH:12][O:13][CH:14]=2)=[CH:4][C:3]=1[O:15][CH3:16].[Li+].CC([N-]C(C)C)C.CON(C)[C:28](=[O:44])[CH:29]([O:42][CH3:43])[C:30]1[CH:35]=[CH:34][C:33]([N:36]2[CH2:41][CH2:40][O:39][CH2:38][CH2:37]2)=[CH:32][CH:31]=1. The catalyst is C1COCC1. The product is [Br:1][C:2]1[C:7]([O:8][CH3:9])=[CH:6][C:5]([C:10]2[N:11]=[C:12]([C:28](=[O:44])[CH:29]([O:42][CH3:43])[C:30]3[CH:31]=[CH:32][C:33]([N:36]4[CH2:37][CH2:38][O:39][CH2:40][CH2:41]4)=[CH:34][CH:35]=3)[O:13][CH:14]=2)=[CH:4][C:3]=1[O:15][CH3:16]. The yield is 0.340. (7) The reactants are [F:1][C:2]([CH3:33])([CH3:32])[CH2:3][CH2:4][CH:5]1[C:9](=[O:10])[O:8][CH:7]([CH:11]([NH:19][C:20]([C:22]2[CH:31]=[N:30][C:29]3[C:24](=[CH:25][CH:26]=[CH:27][CH:28]=3)[N:23]=2)=[O:21])[CH2:12][C:13]2[CH:18]=[CH:17][CH:16]=[CH:15][CH:14]=2)[CH2:6]1.[NH2:34][NH2:35]. The catalyst is CO. The product is [CH2:12]([CH:11]([NH:19][C:20]([C:22]1[CH:31]=[N:30][C:29]2[C:24](=[CH:25][CH:26]=[CH:27][CH:28]=2)[N:23]=1)=[O:21])[CH:7]([OH:8])[CH2:6][CH:5]([C:9]([NH:34][NH2:35])=[O:10])[CH2:4][CH2:3][C:2]([F:1])([CH3:33])[CH3:32])[C:13]1[CH:18]=[CH:17][CH:16]=[CH:15][CH:14]=1. The yield is 0.940. (8) The reactants are [N:1]1[C:9]2[C:4](=[N:5][CH:6]=[CH:7][CH:8]=2)[NH:3][C:2]=1[CH2:10][C:11]#[N:12].[CH3:13][C:14]1[S:15][CH:16]=[C:17]([CH:19]([C:25](=O)[CH3:26])[C:20](OCC)=[O:21])[N:18]=1.C([O-])(=O)C.[NH4+].O. The catalyst is CO. The product is [CH3:26][C:25]1[CH:19]([C:17]2[N:18]=[C:14]([CH3:13])[S:15][CH:16]=2)[C:20](=[O:21])[N:1]2[C:9]3[CH:8]=[CH:7][CH:6]=[N:5][C:4]=3[N:3]=[C:2]2[C:10]=1[C:11]#[N:12]. The yield is 0.680.